Dataset: Full USPTO retrosynthesis dataset with 1.9M reactions from patents (1976-2016). Task: Predict the reactants needed to synthesize the given product. Given the product [CH2:29]([O:28][C:26](=[O:27])[CH2:25][CH2:24][CH2:23][O:15][C:12]1[CH:11]=[CH:10][C:9]([CH2:1][CH2:2][CH2:3][CH2:4][CH2:5][CH2:6][CH2:7][CH3:8])=[CH:14][CH:13]=1)[CH3:30], predict the reactants needed to synthesize it. The reactants are: [CH2:1]([C:9]1[CH:14]=[CH:13][C:12]([OH:15])=[CH:11][CH:10]=1)[CH2:2][CH2:3][CH2:4][CH2:5][CH2:6][CH2:7][CH3:8].C([O-])([O-])=O.[K+].[K+].Br[CH2:23][CH2:24][CH2:25][C:26]([O:28][CH2:29][CH3:30])=[O:27].